Dataset: TCR-epitope binding with 47,182 pairs between 192 epitopes and 23,139 TCRs. Task: Binary Classification. Given a T-cell receptor sequence (or CDR3 region) and an epitope sequence, predict whether binding occurs between them. (1) Result: 0 (the TCR does not bind to the epitope). The TCR CDR3 sequence is CASSQDTKGANTEAFF. The epitope is NQKLIANQF. (2) The epitope is VLWAHGFEL. The TCR CDR3 sequence is CSVDGTNTGELFF. Result: 0 (the TCR does not bind to the epitope). (3) The epitope is HTTDPSFLGRY. The TCR CDR3 sequence is CASSFVVHEQFF. Result: 1 (the TCR binds to the epitope). (4) The epitope is LLFGYPVYV. The TCR CDR3 sequence is CASSFPYQGDTEAFF. Result: 1 (the TCR binds to the epitope). (5) The epitope is NLNESLIDL. The TCR CDR3 sequence is CASSPGTGAYGYTF. Result: 1 (the TCR binds to the epitope). (6) Result: 1 (the TCR binds to the epitope). The epitope is RAKFKQLL. The TCR CDR3 sequence is CASSQYEAGAYNEQFF. (7) The TCR CDR3 sequence is CASSDLGLLPLHF. Result: 0 (the TCR does not bind to the epitope). The epitope is TSDLATNNLVVMAY. (8) The epitope is ELAGIGILTV. The TCR CDR3 sequence is CASSLAGGYYNEQFF. Result: 1 (the TCR binds to the epitope).